Predict the reaction yield, written as a fraction of the theoretical maximum amount of product (1.0 means a 100% yield; for example, 0.34 means a 34% yield). From a dataset of Reaction yield outcomes from USPTO patents with 853,638 reactions. (1) The reactants are [CH2:1]([CH:4]1[CH2:8][N:7]([CH2:9][C:10]2[CH:11]=[C:12]3[CH:18]=[CH:17][N:16]([Si](C(C)C)(C(C)C)C(C)C)[C:13]3=[N:14][CH:15]=2)[C:6](=[O:29])[CH2:5]1)[CH2:2][CH3:3].[F-].C([N+](CCCC)(CCCC)CCCC)CCC.CCOCC.O. The catalyst is C1COCC1. The product is [CH2:1]([CH:4]1[CH2:8][N:7]([CH2:9][C:10]2[CH:11]=[C:12]3[CH:18]=[CH:17][NH:16][C:13]3=[N:14][CH:15]=2)[C:6](=[O:29])[CH2:5]1)[CH2:2][CH3:3]. The yield is 0.990. (2) The reactants are [NH2:1][CH2:2][CH2:3][N:4]([CH3:30])[C:5]1[C:10]([C:11]#[N:12])=[CH:9][C:8]([NH:13][C:14]2[N:19]=[C:18]([NH:20][CH:21]3[CH2:23][CH2:22]3)[C:17]3=[N:24][CH:25]=[C:26]([C:27]#[N:28])[N:16]3[N:15]=2)=[C:7]([Cl:29])[CH:6]=1.[O:31]1[CH2:34][C:33](=O)[CH2:32]1.COC(OC)OC.C(O)(=O)C.C([BH3-])#N.[Na+]. The catalyst is CO.C(Cl)Cl. The product is [Cl:29][C:7]1[CH:6]=[C:5]([N:4]([CH3:30])[CH2:3][CH2:2][NH:1][CH:33]2[CH2:34][O:31][CH2:32]2)[C:10]([C:11]#[N:12])=[CH:9][C:8]=1[NH:13][C:14]1[N:19]=[C:18]([NH:20][CH:21]2[CH2:22][CH2:23]2)[C:17]2=[N:24][CH:25]=[C:26]([C:27]#[N:28])[N:16]2[N:15]=1. The yield is 0.150. (3) The reactants are [O:1]=[C:2]1[C:11]2[CH:12]=[CH:13][S:14][C:10]=2[C:9]2[CH:8]=[CH:7][C:6]([C:15]([O:17]C)=[O:16])=[CH:5][C:4]=2[NH:3]1.CO.C1COCC1.[Li+].[OH-]. The catalyst is O. The product is [O:1]=[C:2]1[C:11]2[CH:12]=[CH:13][S:14][C:10]=2[C:9]2[CH:8]=[CH:7][C:6]([C:15]([OH:17])=[O:16])=[CH:5][C:4]=2[NH:3]1. The yield is 0.960. (4) The reactants are [OH:1][C:2]1[C:9]([O:10][CH3:11])=[CH:8][CH:7]=[CH:6][C:3]=1[CH:4]=[O:5].C([O-])([O-])=O.[K+].[K+].I[CH2:19][CH:20]([CH3:22])[CH3:21]. The catalyst is CN(C=O)C. The product is [CH2:19]([O:1][C:2]1[C:9]([O:10][CH3:11])=[CH:8][CH:7]=[CH:6][C:3]=1[CH:4]=[O:5])[CH:20]([CH3:22])[CH3:21]. The yield is 0.620. (5) The reactants are [NH:1]1[CH:5]=[CH:4][CH:3]=[N:2]1.C(=O)([O-])[O-].[K+].[K+].C(=NO)C1C(=CC=CC=1)O.[Cl:22][C:23]1[CH:24]=[C:25](I)[CH:26]=[CH:27][CH:28]=1. The catalyst is O.CN(C)C=O. The product is [Cl:22][C:23]1[CH:28]=[C:27]([N:1]2[CH:5]=[CH:4][CH:3]=[N:2]2)[CH:26]=[CH:25][CH:24]=1. The yield is 0.753. (6) No catalyst specified. The product is [C:57]([O:61][C:62]([N:64]1[CH2:69][CH2:68][CH:67]([O:54][C:50]2[C:49]([F:55])=[CH:48][C:47]([C:43](=[O:74])[CH2:44][CH2:45][C:23]([O:22][CH2:21][CH3:20])=[O:24])=[CH:52][C:51]=2[F:53])[CH2:66][CH2:65]1)=[O:63])([CH3:60])([CH3:59])[CH3:58]. The reactants are C1(P(C2C=CC=CC=2)C2C=CC=CC=2)C=CC=CC=1.[CH3:20][CH2:21][O:22][C:23](/N=N/[C:23]([O:22][CH2:21][CH3:20])=[O:24])=[O:24].C1(C)C=CC=CC=1.C(OC(=O)[CH:43]([C:47]1[CH:52]=[C:51]([F:53])[C:50]([OH:54])=[C:49]([F:55])[CH:48]=1)[CH2:44][CH:45]=O)C.[C:57]([O:61][C:62]([N:64]1[CH2:69][CH2:68][CH:67](O)[CH2:66][CH2:65]1)=[O:63])([CH3:60])([CH3:59])[CH3:58].C1C[O:74]CC1. The yield is 0.490. (7) The reactants are [CH2:1]([C:8]#[N:9])[C:2]1[CH:7]=[CH:6][CH:5]=[CH:4][CH:3]=1.[NH2:10][OH:11].ON=C(N)C1C=CC=CC=1. The catalyst is CCO. The product is [OH:11][N:10]=[C:8]([NH2:9])[CH2:1][C:2]1[CH:7]=[CH:6][CH:5]=[CH:4][CH:3]=1. The yield is 0.819. (8) The reactants are [C:1]([CH2:4][CH2:5][C:6]1[C:7]([CH3:13])=[C:8]([CH:11]=O)[NH:9][CH:10]=1)([OH:3])=[O:2].[I:14][C:15]1[CH:16]=[C:17]2[C:21](=[CH:22][CH:23]=1)[NH:20][C:19](=[O:24])[CH2:18]2.N1CCCCC1. The catalyst is C(O)C. The product is [I:14][C:15]1[CH:16]=[C:17]2[C:21](=[CH:22][CH:23]=1)[NH:20][C:19](=[O:24])[C:18]2=[CH:11][C:8]1[NH:9][CH:10]=[C:6]([CH2:5][CH2:4][C:1]([OH:3])=[O:2])[C:7]=1[CH3:13]. The yield is 0.770. (9) The reactants are CS(O[CH2:6][C:7]1[O:11][N:10]=[C:9]([CH3:12])[CH:8]=1)(=O)=O.[C-:13]#[N:14].[K+]. The catalyst is CN(C=O)C. The product is [CH3:12][C:9]1[CH:8]=[C:7]([CH2:6][C:13]#[N:14])[O:11][N:10]=1. The yield is 0.520. (10) The reactants are [F:1][C:2]([F:18])([F:17])[C:3]1[CH:8]=[CH:7][C:6]([C:9]2([CH:15]=O)[CH2:14][CH2:13][CH2:12][CH2:11][CH2:10]2)=[CH:5][CH:4]=1.[CH3:19][NH2:20].C(O[BH-](OC(=O)C)OC(=O)C)(=O)C.[Na+]. The catalyst is ClCCCl. The product is [CH3:19][NH:20][CH2:15][C:9]1([C:6]2[CH:7]=[CH:8][C:3]([C:2]([F:18])([F:17])[F:1])=[CH:4][CH:5]=2)[CH2:14][CH2:13][CH2:12][CH2:11][CH2:10]1. The yield is 0.660.